This data is from Peptide-MHC class I binding affinity with 185,985 pairs from IEDB/IMGT. The task is: Regression. Given a peptide amino acid sequence and an MHC pseudo amino acid sequence, predict their binding affinity value. This is MHC class I binding data. (1) The peptide sequence is SPREECGVF. The MHC is HLA-A03:01 with pseudo-sequence HLA-A03:01. The binding affinity (normalized) is 0.0847. (2) The peptide sequence is YPKCDLVEL. The MHC is HLA-A26:01 with pseudo-sequence HLA-A26:01. The binding affinity (normalized) is 0.0847. (3) The MHC is HLA-A66:01 with pseudo-sequence HLA-A66:01. The binding affinity (normalized) is 0.213. The peptide sequence is RRIFDLIEL. (4) The peptide sequence is KTLQNDSKH. The MHC is HLA-A68:01 with pseudo-sequence HLA-A68:01. The binding affinity (normalized) is 0.581. (5) The peptide sequence is NINIEVKLFI. The MHC is HLA-A68:02 with pseudo-sequence HLA-A68:02. The binding affinity (normalized) is 0.176. (6) The peptide sequence is FMSHVKSVT. The MHC is HLA-A02:01 with pseudo-sequence HLA-A02:01. The binding affinity (normalized) is 0.374.